From a dataset of Forward reaction prediction with 1.9M reactions from USPTO patents (1976-2016). Predict the product of the given reaction. (1) Given the reactants [CH3:1][C:2]([CH3:21])([CH3:20])[C:3]([C:5]1[O:6][C:7]2[CH:17]=[CH:16][C:15]([O:18][CH3:19])=[CH:14][C:8]=2[C:9]=1[CH2:10][C:11](O)=[O:12])=[O:4].C1C=CC2N(O)N=NC=2C=1.[CH2:32]1[C@@H:41]2[C@@H:36]([CH2:37][CH2:38][CH2:39][CH2:40]2)[CH2:35][CH2:34][NH:33]1.CCN(C(C)C)C(C)C, predict the reaction product. The product is: [CH3:19][O:18][C:15]1[CH:16]=[CH:17][C:7]2[O:6][C:5]([C:3](=[O:4])[C:2]([CH3:21])([CH3:1])[CH3:20])=[C:9]([CH2:10][C:11]([N:33]3[CH2:34][CH2:35][C@H:36]4[C@H:41]([CH2:40][CH2:39][CH2:38][CH2:37]4)[CH2:32]3)=[O:12])[C:8]=2[CH:14]=1. (2) Given the reactants [O:1]=[C:2]1[CH:6]=[CH:5][C:4](=[O:7])[N:3]1[CH2:8][CH2:9][CH2:10][C:11]([OH:13])=O.CN(C(ON1N=NC2C=CC=NC1=2)=[N+](C)C)C.F[P-](F)(F)(F)(F)F.CCN(C(C)C)C(C)C.FC(F)(F)C(O)=O.[CH3:54][NH:55][C:56]([CH3:104])([C:58]([NH:60][C@H:61]([C:65]([N:67]([C@@H:69]([C@@H:100]([CH3:103])[CH2:101][CH3:102])[C@H:70]([O:98][CH3:99])[CH2:71][C:72]([N:74]1[CH2:78][CH2:77][CH2:76][C@H:75]1[C@H:79]([O:96][CH3:97])[C@@H:80]([CH3:95])[C:81]([NH:83][C@H:84]([C:92]([OH:94])=[O:93])[CH2:85][C:86]1[CH:91]=[CH:90][CH:89]=[CH:88][CH:87]=1)=[O:82])=[O:73])[CH3:68])=[O:66])[CH:62]([CH3:64])[CH3:63])=[O:59])[CH3:57], predict the reaction product. The product is: [O:7]=[C:4]1[CH:5]=[CH:6][C:2](=[O:1])[N:3]1[CH2:8][CH2:9][CH2:10][C:11]([N:55]([CH3:54])[C:56]([CH3:104])([C:58]([NH:60][C@H:61]([C:65]([N:67]([C@@H:69]([C@@H:100]([CH3:103])[CH2:101][CH3:102])[C@H:70]([O:98][CH3:99])[CH2:71][C:72]([N:74]1[CH2:78][CH2:77][CH2:76][C@H:75]1[C@H:79]([O:96][CH3:97])[C@@H:80]([CH3:95])[C:81]([NH:83][C@H:84]([C:92]([OH:94])=[O:93])[CH2:85][C:86]1[CH:91]=[CH:90][CH:89]=[CH:88][CH:87]=1)=[O:82])=[O:73])[CH3:68])=[O:66])[CH:62]([CH3:63])[CH3:64])=[O:59])[CH3:57])=[O:13]. (3) Given the reactants C([O:4][C:5](=[O:38])[C@@H:6]([NH:25][C:26](=[O:37])[C:27]1[C:32]([F:33])=[CH:31][C:30]([CH2:34][NH2:35])=[CH:29][C:28]=1[F:36])[CH2:7][C:8]1[CH:13]=[CH:12][C:11]([C:14]2[C:15](=[O:24])[N:16]([CH3:23])[C:17](=[O:22])[N:18]([CH3:21])[C:19]=2[CH3:20])=[CH:10][CH:9]=1)CC.[OH-].[Li+].C(O)(C(F)(F)F)=O, predict the reaction product. The product is: [NH2:35][CH2:34][C:30]1[CH:29]=[C:28]([F:36])[C:27]([C:26]([NH:25][C@@H:6]([CH2:7][C:8]2[CH:9]=[CH:10][C:11]([C:14]3[C:15](=[O:24])[N:16]([CH3:23])[C:17](=[O:22])[N:18]([CH3:21])[C:19]=3[CH3:20])=[CH:12][CH:13]=2)[C:5]([OH:38])=[O:4])=[O:37])=[C:32]([F:33])[CH:31]=1. (4) Given the reactants Br[C:2]1[C:10]2[C:5](=[N:6][C:7]([S:11](=[O:30])(=[O:29])[N:12]([CH2:18][C:19]3[CH:24]=[CH:23][C:22]([O:25][CH3:26])=[CH:21][C:20]=3[O:27][CH3:28])[C:13]3[S:17][N:16]=[CH:15][N:14]=3)=[CH:8][CH:9]=2)[N:4]([C:31]([O:33][C:34]([CH3:37])([CH3:36])[CH3:35])=[O:32])[CH:3]=1.[CH3:38][N:39]1[C:43]([C:44]2[CH:49]=[C:48]([C:50]([F:53])([F:52])[F:51])[CH:47]=[CH:46][C:45]=2B(O)O)=[CH:42][CH:41]=[N:40]1.P([O-])([O-])([O-])=O.[K+].[K+].[K+].O1CCOCC1, predict the reaction product. The product is: [CH3:28][O:27][C:20]1[CH:21]=[C:22]([O:25][CH3:26])[CH:23]=[CH:24][C:19]=1[CH2:18][N:12]([C:13]1[S:17][N:16]=[CH:15][N:14]=1)[S:11]([C:7]1[N:6]=[C:5]2[N:4]([C:31]([O:33][C:34]([CH3:35])([CH3:37])[CH3:36])=[O:32])[CH:3]=[C:2]([C:45]3[CH:46]=[CH:47][C:48]([C:50]([F:53])([F:51])[F:52])=[CH:49][C:44]=3[C:43]3[N:39]([CH3:38])[N:40]=[CH:41][CH:42]=3)[C:10]2=[CH:9][CH:8]=1)(=[O:29])=[O:30]. (5) Given the reactants [CH3:1][O:2][C:3]1[CH:4]=[C:5]2[C:10](=[CH:11][CH:12]=1)[C:9](=[O:13])[N:8]([CH2:14][CH2:15][NH:16]C(=O)OC(C)(C)C)[C:7]([CH3:24])=[C:6]2[C:25]1[CH:30]=[CH:29][CH:28]=[CH:27][CH:26]=1, predict the reaction product. The product is: [NH2:16][CH2:15][CH2:14][N:8]1[C:7]([CH3:24])=[C:6]([C:25]2[CH:26]=[CH:27][CH:28]=[CH:29][CH:30]=2)[C:5]2[C:10](=[CH:11][CH:12]=[C:3]([O:2][CH3:1])[CH:4]=2)[C:9]1=[O:13].